Dataset: Retrosynthesis with 50K atom-mapped reactions and 10 reaction types from USPTO. Task: Predict the reactants needed to synthesize the given product. (1) Given the product NC(=O)[C@@H]1C[C@H](O)CN1, predict the reactants needed to synthesize it. The reactants are: COC(=O)[C@@H]1C[C@H](O)CN1.N. (2) The reactants are: CNC(=O)c1ccc(-c2cc(OC)c(Nc3ncc(C(F)(F)F)c(Cl)n3)cc2C)cc1.Cc1cc(N)n[nH]1. Given the product CNC(=O)c1ccc(-c2cc(OC)c(Nc3ncc(C(F)(F)F)c(Nc4cc(C)[nH]n4)n3)cc2C)cc1, predict the reactants needed to synthesize it. (3) Given the product CCN(CC)C(=O)c1cccc(Br)c1, predict the reactants needed to synthesize it. The reactants are: CCNCC.O=C(Cl)c1cccc(Br)c1. (4) Given the product CC(C)=CCn1ccnc1[N+](=O)[O-], predict the reactants needed to synthesize it. The reactants are: CC(C)=CCBr.O=[N+]([O-])c1ncc[nH]1. (5) Given the product CCN1CCc2ccc(Nc3ncc(Cl)c(N[C@@H]4CCCC[C@H]4NC(C)=O)n3)cc2CC1, predict the reactants needed to synthesize it. The reactants are: CC(=O)N[C@@H]1CCCC[C@H]1Nc1nc(Cl)ncc1Cl.CCN1CCc2ccc(N)cc2CC1. (6) Given the product CCOC(=O)C(=Cc1ccc(Cl)cc1)OCC, predict the reactants needed to synthesize it. The reactants are: CCOCC(=O)OCC.O=Cc1ccc(Cl)cc1. (7) The reactants are: Cc1onc(-c2ccccc2Cl)c1C(=O)O.O=[N+]([O-])c1ccc(N2CCNCC2)c(Cl)c1. Given the product Cc1onc(-c2ccccc2Cl)c1C(=O)N1CCN(c2ccc([N+](=O)[O-])cc2Cl)CC1, predict the reactants needed to synthesize it.